Dataset: NCI-60 drug combinations with 297,098 pairs across 59 cell lines. Task: Regression. Given two drug SMILES strings and cell line genomic features, predict the synergy score measuring deviation from expected non-interaction effect. (1) Drug 1: CC(C)(C#N)C1=CC(=CC(=C1)CN2C=NC=N2)C(C)(C)C#N. Drug 2: CC(C)CN1C=NC2=C1C3=CC=CC=C3N=C2N. Cell line: COLO 205. Synergy scores: CSS=6.97, Synergy_ZIP=-0.975, Synergy_Bliss=3.19, Synergy_Loewe=1.22, Synergy_HSA=2.72. (2) Drug 1: C1CN1P(=S)(N2CC2)N3CC3. Drug 2: CC1=C(C=C(C=C1)C(=O)NC2=CC(=CC(=C2)C(F)(F)F)N3C=C(N=C3)C)NC4=NC=CC(=N4)C5=CN=CC=C5. Cell line: UO-31. Synergy scores: CSS=4.02, Synergy_ZIP=-0.684, Synergy_Bliss=-0.0924, Synergy_Loewe=-1.08, Synergy_HSA=-1.66. (3) Cell line: K-562. Drug 2: C1C(C(OC1N2C=NC3=C2NC=NCC3O)CO)O. Synergy scores: CSS=41.2, Synergy_ZIP=3.57, Synergy_Bliss=5.64, Synergy_Loewe=-0.277, Synergy_HSA=6.41. Drug 1: C1=C(C(=O)NC(=O)N1)N(CCCl)CCCl. (4) Drug 1: C1=CC(=CC=C1CCCC(=O)O)N(CCCl)CCCl. Drug 2: CC1C(C(CC(O1)OC2CC(CC3=C2C(=C4C(=C3O)C(=O)C5=C(C4=O)C(=CC=C5)OC)O)(C(=O)CO)O)N)O.Cl. Cell line: PC-3. Synergy scores: CSS=45.7, Synergy_ZIP=-3.06, Synergy_Bliss=-3.34, Synergy_Loewe=-12.8, Synergy_HSA=-0.708. (5) Drug 1: CC(C1=C(C=CC(=C1Cl)F)Cl)OC2=C(N=CC(=C2)C3=CN(N=C3)C4CCNCC4)N. Drug 2: C1CC(=O)NC(=O)C1N2C(=O)C3=CC=CC=C3C2=O. Cell line: OVCAR-5. Synergy scores: CSS=6.55, Synergy_ZIP=2.56, Synergy_Bliss=8.56, Synergy_Loewe=0.113, Synergy_HSA=6.72. (6) Drug 1: CC1=C(C=C(C=C1)NC2=NC=CC(=N2)N(C)C3=CC4=NN(C(=C4C=C3)C)C)S(=O)(=O)N.Cl. Drug 2: CS(=O)(=O)CCNCC1=CC=C(O1)C2=CC3=C(C=C2)N=CN=C3NC4=CC(=C(C=C4)OCC5=CC(=CC=C5)F)Cl. Cell line: SNB-75. Synergy scores: CSS=12.5, Synergy_ZIP=-4.21, Synergy_Bliss=1.99, Synergy_Loewe=2.06, Synergy_HSA=2.27.